From a dataset of Full USPTO retrosynthesis dataset with 1.9M reactions from patents (1976-2016). Predict the reactants needed to synthesize the given product. (1) Given the product [Cl:27][C:24]1[CH:25]=[CH:26][C:21]([C@@:18]2([CH3:20])[C@:17]([C:29]3[CH:30]=[CH:31][C:32]([Cl:35])=[CH:33][CH:34]=3)([CH3:28])[N:16]([C:36]([N:46]3[CH2:47][CH2:48][CH2:49][CH:44]([OH:43])[CH2:45]3)=[O:37])[C:15]([C:13]3[C:12]([O:39][CH2:40][CH3:41])=[CH:11][C:10]([Cl:42])=[C:9]([S:6]([NH:5][C:1]([CH3:4])([CH3:3])[CH3:2])(=[O:7])=[O:8])[CH:14]=3)=[N:19]2)=[CH:22][CH:23]=1, predict the reactants needed to synthesize it. The reactants are: [C:1]([NH:5][S:6]([C:9]1[C:10]([Cl:42])=[CH:11][C:12]([O:39][CH2:40][CH3:41])=[C:13]([C:15]2[N:16]([C:36](Cl)=[O:37])[C:17]([C:29]3[CH:34]=[CH:33][C:32]([Cl:35])=[CH:31][CH:30]=3)([CH3:28])[C:18]([C:21]3[CH:26]=[CH:25][C:24]([Cl:27])=[CH:23][CH:22]=3)([CH3:20])[N:19]=2)[CH:14]=1)(=[O:8])=[O:7])([CH3:4])([CH3:3])[CH3:2].[OH:43][CH:44]1[CH2:49][CH2:48][CH2:47][NH:46][CH2:45]1. (2) Given the product [CH2:33]([N:35]([CH2:36][CH3:37])[C:29](=[O:31])[C@H:28]([O:27][C:25]1[CH:24]=[CH:23][CH:22]=[C:21]2[C:26]=1[C:17]([NH:16][C:4]1[CH:5]=[CH:6][C:7]([O:8][C:9]3[CH:10]=[N:11][C:12]([CH3:15])=[CH:13][CH:14]=3)=[C:2]([CH3:1])[CH:3]=1)=[N:18][CH:19]=[N:20]2)[CH3:32])[CH3:34], predict the reactants needed to synthesize it. The reactants are: [CH3:1][C:2]1[CH:3]=[C:4]([NH:16][C:17]2[C:26]3[C:21](=[CH:22][CH:23]=[CH:24][C:25]=3[O:27][C@H:28]([CH3:32])[C:29]([OH:31])=O)[N:20]=[CH:19][N:18]=2)[CH:5]=[CH:6][C:7]=1[O:8][C:9]1[CH:10]=[N:11][C:12]([CH3:15])=[CH:13][CH:14]=1.[CH2:33]([NH:35][CH2:36][CH3:37])[CH3:34]. (3) Given the product [F:29][C:26]1[CH:25]=[CH:24][C:23]([C@@H:21]2[CH2:22][CH:20]2[N:16]([CH2:17][CH:18]=[CH2:19])[CH2:15][CH2:14][CH2:13][C@H:9]([NH:8][C:6](=[O:7])[O:5][C:1]([CH3:3])([CH3:4])[CH3:2])[C:10]([N:30]2[CH2:35][CH2:34][CH:33]([OH:36])[CH2:32][CH2:31]2)=[O:11])=[CH:28][CH:27]=1, predict the reactants needed to synthesize it. The reactants are: [C:1]([O:5][C:6]([NH:8][C@@H:9]([CH2:13][CH2:14][CH2:15][N:16]([CH:20]1[CH2:22][C@H:21]1[C:23]1[CH:28]=[CH:27][C:26]([F:29])=[CH:25][CH:24]=1)[CH2:17][CH:18]=[CH2:19])[C:10](O)=[O:11])=[O:7])([CH3:4])([CH3:3])[CH3:2].[NH:30]1[CH2:35][CH2:34][CH:33]([OH:36])[CH2:32][CH2:31]1. (4) Given the product [Cl:10][C:11]1[CH:12]=[CH:13][C:14]([S:39]([CH2:42][CH3:43])(=[O:40])=[O:41])=[C:15]([CH:38]=1)[CH2:16][NH:17][C:18](=[O:37])[C:19]1[CH:24]=[C:23]([O:25][C:26]([F:29])([F:27])[F:28])[CH:22]=[C:21]([CH2:30][N:31]2[CH2:32][CH2:33][N:34]([CH2:1][CH3:2])[CH2:35][CH2:36]2)[CH:20]=1, predict the reactants needed to synthesize it. The reactants are: [CH2:1](I)[CH3:2].C(=O)([O-])[O-].[K+].[K+].[Cl:10][C:11]1[CH:12]=[CH:13][C:14]([S:39]([CH2:42][CH3:43])(=[O:41])=[O:40])=[C:15]([CH:38]=1)[CH2:16][NH:17][C:18](=[O:37])[C:19]1[CH:24]=[C:23]([O:25][C:26]([F:29])([F:28])[F:27])[CH:22]=[C:21]([CH2:30][N:31]2[CH2:36][CH2:35][NH:34][CH2:33][CH2:32]2)[CH:20]=1. (5) Given the product [Cl:1][C:2]1[C:7]([C:8]2[C:21](=[O:22])[N:20]([CH3:23])[C:11]3[N:12]=[C:13]([NH:44][C:43]4[CH:45]=[CH:46][CH:47]=[C:41]([CH:39]([OH:38])[CH3:40])[CH:42]=4)[N:14]=[CH:15][C:10]=3[CH:9]=2)=[C:6]([Cl:24])[CH:5]=[CH:4][C:3]=1[NH:25][C:26](=[O:37])[C:27]1[CH:32]=[CH:31][CH:30]=[C:29]([C:33]([F:36])([F:35])[F:34])[CH:28]=1, predict the reactants needed to synthesize it. The reactants are: [Cl:1][C:2]1[C:7]([C:8]2[C:21](=[O:22])[N:20]([CH3:23])[C:11]3[N:12]=[C:13](S(C)(=O)=O)[N:14]=[CH:15][C:10]=3[CH:9]=2)=[C:6]([Cl:24])[CH:5]=[CH:4][C:3]=1[NH:25][C:26](=[O:37])[C:27]1[CH:32]=[CH:31][CH:30]=[C:29]([C:33]([F:36])([F:35])[F:34])[CH:28]=1.[OH:38][CH:39]([C:41]1[CH:42]=[C:43]([CH:45]=[CH:46][CH:47]=1)[NH2:44])[CH3:40].